From a dataset of Forward reaction prediction with 1.9M reactions from USPTO patents (1976-2016). Predict the product of the given reaction. (1) Given the reactants CC1C=CC(S(C(C2C=CC=C(I)C=2)[N+]#[C-])(=O)=O)=CC=1.[Br:21][C:22]1[CH:27]=[CH:26][C:25]([CH:28]([NH:39][CH:40]=O)[S:29]([C:32]2[CH:37]=[CH:36][C:35]([CH3:38])=[CH:34][CH:33]=2)(=[O:31])=[O:30])=[CH:24][CH:23]=1.IC1C=C(C(NC=O)S(C2C=CC(C)=CC=2)(=O)=O)C=CC=1, predict the reaction product. The product is: [CH3:38][C:35]1[CH:34]=[CH:33][C:32]([S:29]([CH:28]([C:25]2[CH:24]=[CH:23][C:22]([Br:21])=[CH:27][CH:26]=2)[N+:39]#[C-:40])(=[O:31])=[O:30])=[CH:37][CH:36]=1. (2) Given the reactants [Cl:1][C:2]1[CH:3]=[C:4]([CH:9]2[CH:13]([C:14]3[CH:19]=[CH:18][N:17]=[CH:16][CH:15]=3)[N:12]([CH2:20][C:21]3[CH:22]=[N:23][CH:24]=[CH:25][CH:26]=3)[NH:11][C:10]2=[O:27])[CH:5]=[CH:6][C:7]=1[Cl:8].[Li+].[CH3:29][Si]([N-][Si](C)(C)C)(C)C.IC, predict the reaction product. The product is: [Cl:1][C:2]1[CH:3]=[C:4]([C:9]2[C:10](=[O:27])[N:11]([CH3:29])[N:12]([CH2:20][C:21]3[CH:22]=[N:23][CH:24]=[CH:25][CH:26]=3)[C:13]=2[C:14]2[CH:15]=[CH:16][N:17]=[CH:18][CH:19]=2)[CH:5]=[CH:6][C:7]=1[Cl:8]. (3) Given the reactants [CH:1]([NH:4][C:5]([C:7]1[C:16](=[O:17])[C:15]2[C:10](=[N:11][CH:12]=[CH:13][CH:14]=2)[N:9]([C:18]2[CH:23]=[CH:22][CH:21]=[C:20](Br)[CH:19]=2)[CH:8]=1)=[O:6])([CH3:3])[CH3:2].[C:25]1(C)[CH:30]=[CH:29]C=[CH:27][CH:26]=1.[CH2:32]([OH:34])[CH3:33].[C:35](=O)([O-])[O-].[Na+].[Na+], predict the reaction product. The product is: [CH:1]([NH:4][C:5]([C:7]1[C:16](=[O:17])[C:15]2[C:10](=[N:11][CH:12]=[CH:13][CH:14]=2)[N:9]([C:18]2[CH:23]=[CH:22][CH:21]=[C:20]([C:26]3[CH:25]=[CH:30][CH:29]=[C:33]([C:32](=[O:34])[CH3:35])[CH:27]=3)[CH:19]=2)[CH:8]=1)=[O:6])([CH3:3])[CH3:2]. (4) Given the reactants [NH:1]1[CH2:6][CH2:5][O:4][CH2:3][CH2:2]1.C(=O)([O-])[O-].[Cs+].[Cs+].CC1(C)C2C(=C(P(C3C=CC=CC=3)C3C=CC=CC=3)C=CC=2)OC2C(P(C3C=CC=CC=3)C3C=CC=CC=3)=CC=CC1=2.Br[C:56]1[C:57]([O:65][CH3:66])=[N:58][CH:59]=[C:60]([N+:62]([O-:64])=[O:63])[CH:61]=1, predict the reaction product. The product is: [CH3:66][O:65][C:57]1[C:56]([N:1]2[CH2:6][CH2:5][O:4][CH2:3][CH2:2]2)=[CH:61][C:60]([N+:62]([O-:64])=[O:63])=[CH:59][N:58]=1. (5) Given the reactants [C:1]([O:5][C:6]([N:8]1[CH2:13][CH2:12][N:11]([C:14]2[CH:19]=[CH:18][CH:17]=[CH:16][C:15]=2[O:20][CH2:21][CH:22]([NH:24][S:25]([CH3:28])(=[O:27])=[O:26])[CH3:23])[CH2:10][CH2:9]1)=[O:7])([CH3:4])([CH3:3])[CH3:2].[H-].[Na+].CI.[C:33](OCC)(=O)C, predict the reaction product. The product is: [C:1]([O:5][C:6]([N:8]1[CH2:9][CH2:10][N:11]([C:14]2[CH:19]=[CH:18][CH:17]=[CH:16][C:15]=2[O:20][CH2:21][CH:22]([N:24]([S:25]([CH3:28])(=[O:27])=[O:26])[CH3:33])[CH3:23])[CH2:12][CH2:13]1)=[O:7])([CH3:4])([CH3:2])[CH3:3]. (6) Given the reactants [Cl:1][C:2]1[CH:3]=[C:4]2[C:8](=[CH:9][CH:10]=1)[NH:7][CH:6]=[C:5]2[CH2:11][CH2:12][NH:13][C:14](=[O:23])[C:15]1[CH:20]=[CH:19][CH:18]=[C:17]([CH2:21]Cl)[CH:16]=1.[NH:24]1[CH:28]=[CH:27][CH:26]=[N:25]1.[I-].[Na+], predict the reaction product. The product is: [N:24]1([CH2:21][C:17]2[CH:16]=[C:15]([CH:20]=[CH:19][CH:18]=2)[C:14]([NH:13][CH2:12][CH2:11][C:5]2[C:4]3[C:8](=[CH:9][CH:10]=[C:2]([Cl:1])[CH:3]=3)[NH:7][CH:6]=2)=[O:23])[CH:28]=[CH:27][CH:26]=[N:25]1. (7) Given the reactants Cl[C:2]1[N:3]=[C:4]([NH:18][CH2:19][CH2:20][CH3:21])[C:5]2[N:6]=[C:7]([NH:16][CH3:17])[N:8]=[C:9]([NH:12][CH2:13][CH2:14][CH3:15])[C:10]=2[N:11]=1.[NH:22]1[CH2:27][CH2:26][O:25][CH2:24][CH2:23]1.C([O-])(O)=O.[Na+], predict the reaction product. The product is: [CH3:17][NH:16][C:7]1[N:8]=[C:9]([NH:12][CH2:13][CH2:14][CH3:15])[C:10]2[N:11]=[C:2]([N:22]3[CH2:27][CH2:26][O:25][CH2:24][CH2:23]3)[N:3]=[C:4]([NH:18][CH2:19][CH2:20][CH3:21])[C:5]=2[N:6]=1. (8) Given the reactants [Cl:1][C:2]1[CH:3]=[C:4]([C:25]2[C:30]([F:31])=[CH:29][CH:28]=[CH:27][C:26]=2[F:32])[CH:5]=[C:6]([N+:22]([O-])=O)[C:7]=1[NH:8][C:9]([C:11]1[N:12]([CH3:21])[N:13]=[C:14]([C:17]([CH3:20])([CH3:19])[CH3:18])[C:15]=1[Cl:16])=O, predict the reaction product. The product is: [C:17]([C:14]1[C:15]([Cl:16])=[C:11]([C:9]2[NH:8][C:7]3[C:2]([Cl:1])=[CH:3][C:4]([C:25]4[C:30]([F:31])=[CH:29][CH:28]=[CH:27][C:26]=4[F:32])=[CH:5][C:6]=3[N:22]=2)[N:12]([CH3:21])[N:13]=1)([CH3:20])([CH3:19])[CH3:18].